Dataset: CYP3A4 inhibition data for predicting drug metabolism from PubChem BioAssay. Task: Regression/Classification. Given a drug SMILES string, predict its absorption, distribution, metabolism, or excretion properties. Task type varies by dataset: regression for continuous measurements (e.g., permeability, clearance, half-life) or binary classification for categorical outcomes (e.g., BBB penetration, CYP inhibition). Dataset: cyp3a4_veith. (1) The drug is COc1ccc(-c2nc(CS(=O)(=O)CC(=O)NCCc3cc(OC)ccc3OC)c(C)o2)cc1. The result is 1 (inhibitor). (2) The drug is CNc1oc(C)nc1S(=O)(=O)c1ccc(C)cc1. The result is 0 (non-inhibitor).